From a dataset of Experimentally validated miRNA-target interactions with 360,000+ pairs, plus equal number of negative samples. Binary Classification. Given a miRNA mature sequence and a target amino acid sequence, predict their likelihood of interaction. The miRNA is mmu-miR-5121 with sequence AGCUUGUGAUGAGACAUCUCC. The protein sequence of the target gene is MLRPKALTQVLSQANTGGVQSTLLLNNEGSLLAYSGYGDTDARVTAAIASNIWAAYDRNGNQAFNEDNLKFILMDCMEGRVAITRVANLLLCMYAKETVGFGMLKAKAQALVQYLEEPLTQVAAS. Result: 0 (no interaction).